This data is from Full USPTO retrosynthesis dataset with 1.9M reactions from patents (1976-2016). The task is: Predict the reactants needed to synthesize the given product. (1) Given the product [CH3:23][O:22][C:17]1[CH:16]=[C:15]([O:24][CH3:25])[CH:14]=[C:13]2[C:18]=1[C:19](=[O:21])[NH:20][C:11]([C:8]1[N:7]=[C:6]([C:26]3[CH:36]=[CH:35][C:29]([C:30]([N:32]([CH3:33])[CH3:34])=[O:31])=[CH:28][C:27]=3[CH3:37])[C:5]([O:4][CH2:3][CH2:2][NH:41][CH:38]([CH3:40])[CH3:39])=[CH:10][CH:9]=1)=[N:12]2, predict the reactants needed to synthesize it. The reactants are: Br[CH2:2][CH2:3][O:4][C:5]1[C:6]([C:26]2[CH:36]=[CH:35][C:29]([C:30]([N:32]([CH3:34])[CH3:33])=[O:31])=[CH:28][C:27]=2[CH3:37])=[N:7][C:8]([C:11]2[NH:20][C:19](=[O:21])[C:18]3[C:13](=[CH:14][C:15]([O:24][CH3:25])=[CH:16][C:17]=3[O:22][CH3:23])[N:12]=2)=[CH:9][CH:10]=1.[CH:38]([NH2:41])([CH3:40])[CH3:39].O. (2) Given the product [N:1]1[CH:6]=[CH:5][CH:4]=[C:3]([CH:7]([C:21]2[CH:22]=[N:23][CH:24]=[CH:25][CH:26]=2)[N:8]2[CH2:13][CH2:12][NH:11][CH2:10][CH2:9]2)[CH:2]=1, predict the reactants needed to synthesize it. The reactants are: [N:1]1[CH:6]=[CH:5][CH:4]=[C:3]([CH:7]([C:21]2[CH:22]=[N:23][CH:24]=[CH:25][CH:26]=2)[N:8]2[CH2:13][CH2:12][N:11](C(OC(C)(C)C)=O)[CH2:10][CH2:9]2)[CH:2]=1.CN1CCOCC1.[Si](I)(C)(C)C.